From a dataset of Peptide-MHC class I binding affinity with 185,985 pairs from IEDB/IMGT. Regression. Given a peptide amino acid sequence and an MHC pseudo amino acid sequence, predict their binding affinity value. This is MHC class I binding data. (1) The binding affinity (normalized) is 0.0847. The peptide sequence is LLDLEGHIL. The MHC is HLA-A24:03 with pseudo-sequence HLA-A24:03. (2) The peptide sequence is RQLESRLGY. The MHC is HLA-B58:01 with pseudo-sequence HLA-B58:01. The binding affinity (normalized) is 0.0847. (3) The peptide sequence is DICSKHMDA. The MHC is HLA-A02:06 with pseudo-sequence HLA-A02:06. The binding affinity (normalized) is 0. (4) The peptide sequence is REVLNVRYM. The MHC is HLA-B08:02 with pseudo-sequence HLA-B08:02. The binding affinity (normalized) is 0.0847. (5) The peptide sequence is LTDSPETHHY. The MHC is HLA-A32:01 with pseudo-sequence HLA-A32:01. The binding affinity (normalized) is 0. (6) The peptide sequence is IVHVDHECF. The MHC is HLA-A26:03 with pseudo-sequence HLA-A26:03. The binding affinity (normalized) is 0.0847. (7) The peptide sequence is LAALFMYYAK. The MHC is HLA-A03:01 with pseudo-sequence HLA-A03:01. The binding affinity (normalized) is 0.684. (8) The peptide sequence is LLRQHWLSL. The binding affinity (normalized) is 0.0847. The MHC is HLA-B51:01 with pseudo-sequence HLA-B51:01. (9) The peptide sequence is MTSRMLLNR. The MHC is HLA-A33:01 with pseudo-sequence HLA-A33:01. The binding affinity (normalized) is 0.916.